Dataset: Catalyst prediction with 721,799 reactions and 888 catalyst types from USPTO. Task: Predict which catalyst facilitates the given reaction. (1) Reactant: [C:1]([C:3]1[CH:4]=[CH:5][C:6]([CH:13]2[N:18]([CH3:19])[C:17](=[O:20])[N:16]([C:21]3[CH:26]=[CH:25][CH:24]=[C:23]([C:27]([F:30])([F:29])[F:28])[CH:22]=3)[C:15]3[CH2:31][CH2:32][N:33]([CH3:36])[C:34](=[O:35])[C:14]2=3)=[C:7]([CH:12]=1)[C:8](OC)=[O:9])#[N:2].[BH4-].[Na+].CO.O. Product: [CH3:19][N:18]1[CH:13]([C:6]2[CH:5]=[CH:4][C:3]([C:1]#[N:2])=[CH:12][C:7]=2[CH2:8][OH:9])[C:14]2[C:34](=[O:35])[N:33]([CH3:36])[CH2:32][CH2:31][C:15]=2[N:16]([C:21]2[CH:26]=[CH:25][CH:24]=[C:23]([C:27]([F:29])([F:30])[F:28])[CH:22]=2)[C:17]1=[O:20]. The catalyst class is: 506. (2) Reactant: [F:1][C:2]1[CH:3]=[C:4]([CH:31]=[CH:32][CH:33]=1)[C:5]([NH:7][C:8]1[CH:13]=[CH:12][CH:11]=[CH:10][C:9]=1[CH:14]1[CH2:23][C:22]([CH3:25])([CH3:24])[C:21]2[C:16](=[CH:17][CH:18]=[C:19]([C:26]([O:28]CC)=[O:27])[CH:20]=2)[NH:15]1)=[O:6].O.[OH-].[Li+].[OH-].[Na+]. Product: [F:1][C:2]1[CH:3]=[C:4]([CH:31]=[CH:32][CH:33]=1)[C:5]([NH:7][C:8]1[CH:13]=[CH:12][CH:11]=[CH:10][C:9]=1[CH:14]1[CH2:23][C:22]([CH3:25])([CH3:24])[C:21]2[C:16](=[CH:17][CH:18]=[C:19]([C:26]([OH:28])=[O:27])[CH:20]=2)[NH:15]1)=[O:6]. The catalyst class is: 40. (3) Reactant: [CH3:1][NH2:2].[Br:3][C:4]1[CH:5]=[C:6]([CH:14]=O)[C:7]2[C:12]([CH:13]=1)=[CH:11][CH:10]=[CH:9][CH:8]=2.[BH4-].[K+]. Product: [Br:3][C:4]1[CH:5]=[C:6]([CH2:14][NH:2][CH3:1])[C:7]2[C:12]([CH:13]=1)=[CH:11][CH:10]=[CH:9][CH:8]=2. The catalyst class is: 5. (4) Reactant: [NH2:1][C:2]1[C:12]2[CH2:11][CH2:10][N:9]([C:13](=[O:18])[C:14]([F:17])([F:16])[F:15])[CH2:8][CH2:7][C:6]=2[CH:5]=[CH:4][C:3]=1[Cl:19].ClC1C=CC2CNC(C(=O)C(F)(F)F)CCC=2C=1N[CH2:39][C:40]1[CH:45]=[CH:44][C:43]([O:46][CH3:47])=[CH:42][CH:41]=1.ClC1C(=O)C(C#N)=C(C#N)C(=O)C=1Cl. Product: [Cl:19][C:3]1[CH:4]=[CH:5][C:6]2[CH2:7][CH2:8][N:9]([C:13](=[O:18])[C:14]([F:17])([F:15])[F:16])[CH2:10][CH2:11][C:12]=2[C:2]=1[NH:1][CH2:39][C:40]1[CH:45]=[CH:44][C:43]([O:46][CH3:47])=[CH:42][CH:41]=1. The catalyst class is: 260. (5) Reactant: [O:1]1[CH2:5][CH2:4][NH:3][C:2]1=[O:6].[H-].[Na+].CS(O[CH2:14][C:15]1[CH:16]=[N:17][C:18]([Br:21])=[CH:19][CH:20]=1)(=O)=O. Product: [Br:21][C:18]1[N:17]=[CH:16][C:15]([CH2:14][N:3]2[CH2:4][CH2:5][O:1][C:2]2=[O:6])=[CH:20][CH:19]=1. The catalyst class is: 3. (6) Reactant: CC([O-])(C)C.[K+].[CH3:7][N:8]1[CH:12]=[CH:11][CH:10]=[N:9]1.[SiH:13]([CH2:18][CH3:19])([CH2:16][CH3:17])[CH2:14][CH3:15]. Product: [CH3:7][N:8]1[C:12]([Si:13]([CH2:18][CH3:19])([CH2:16][CH3:17])[CH2:14][CH3:15])=[CH:11][CH:10]=[N:9]1. The catalyst class is: 1.